From a dataset of Forward reaction prediction with 1.9M reactions from USPTO patents (1976-2016). Predict the product of the given reaction. (1) Given the reactants [Br:1][C:2]1[CH:3]=[C:4]([C:8]([OH:10])=O)[S:5][C:6]=1[CH3:7].C([N:14]([CH:17]([CH3:19])[CH3:18])CC)(C)C.C1(N)CC1, predict the reaction product. The product is: [Br:1][C:2]1[CH:3]=[C:4]([C:8]([NH:14][CH:17]2[CH2:19][CH2:18]2)=[O:10])[S:5][C:6]=1[CH3:7]. (2) Given the reactants [Br:1][C:2]1[CH:7]=[C:6]([CH3:8])[C:5]([NH:9][C:10]2[C:15]([N+:16]([O-:18])=[O:17])=[C:14]([CH3:19])[N:13]=[C:12](Cl)[N:11]=2)=[C:4]([CH3:21])[CH:3]=1.[NH2:22][C:23]1[CH:30]=[CH:29][C:26]([C:27]#[N:28])=[CH:25][CH:24]=1.N1C=CC=C[CH:32]=1, predict the reaction product. The product is: [CH3:32][C:29]1[CH:30]=[C:23]([NH:22][C:12]2[N:11]=[C:10]([NH:9][C:5]3[C:6]([CH3:8])=[CH:7][C:2]([Br:1])=[CH:3][C:4]=3[CH3:21])[C:15]([N+:16]([O-:18])=[O:17])=[C:14]([CH3:19])[N:13]=2)[CH:24]=[CH:25][C:26]=1[C:27]#[N:28]. (3) Given the reactants [NH2:1][C:2]1[N:7]([C:8]2[CH:13]=[CH:12][C:11]([CH2:14][CH2:15]OS(C)(=O)=O)=[CH:10][CH:9]=2)[C:6](=[O:21])[CH:5]=[CH:4][C:3]=1[C:22](=[O:30])[C:23]1[CH:28]=[CH:27][C:26]([F:29])=[CH:25][CH:24]=1.[CH:31]1([O:36][C:37](=[O:44])[C@H:38]([CH2:40][CH:41]([CH3:43])[CH3:42])[NH2:39])[CH2:35][CH2:34][CH2:33][CH2:32]1, predict the reaction product. The product is: [NH2:1][C:2]1[N:7]([C:8]2[CH:9]=[CH:10][C:11]([CH2:14][CH2:15][NH:39][C@H:38]([C:37]([O:36][CH:31]3[CH2:32][CH2:33][CH2:34][CH2:35]3)=[O:44])[CH2:40][CH:41]([CH3:43])[CH3:42])=[CH:12][CH:13]=2)[C:6](=[O:21])[CH:5]=[CH:4][C:3]=1[C:22]([C:23]1[CH:24]=[CH:25][C:26]([F:29])=[CH:27][CH:28]=1)=[O:30]. (4) Given the reactants [C:1]([O:5][C:6]([N:8]1[CH2:13][CH2:12][CH:11]([C@H:14]([CH3:27])[CH2:15][CH2:16][O:17][C:18]2[CH:23]=[C:22]([CH3:24])[C:21](Br)=[C:20]([CH3:26])[CH:19]=2)[CH2:10][CH2:9]1)=[O:7])([CH3:4])([CH3:3])[CH3:2].[C:28](=[O:30])=[O:29], predict the reaction product. The product is: [C:1]([O:5][C:6]([N:8]1[CH2:13][CH2:12][CH:11]([C@H:14]([CH3:27])[CH2:15][CH2:16][O:17][C:18]2[CH:23]=[C:22]([CH3:24])[C:21]([C:28]([OH:30])=[O:29])=[C:20]([CH3:26])[CH:19]=2)[CH2:10][CH2:9]1)=[O:7])([CH3:4])([CH3:3])[CH3:2]. (5) The product is: [C:18]([C:17]1[CH:20]=[CH:21][C:14]([N:13]([CH2:12][C:9]2[N:8]=[C:7]([CH:4]3[CH2:3][CH2:2][N:1]([C:32]([O:34][CH3:35])=[O:33])[CH2:6][CH2:5]3)[O:11][N:10]=2)[CH2:26][C:27]([F:30])([F:28])[F:29])=[CH:15][C:16]=1[C:22]([F:25])([F:24])[F:23])#[N:19]. Given the reactants [NH:1]1[CH2:6][CH2:5][CH:4]([C:7]2[O:11][N:10]=[C:9]([CH2:12][N:13]([CH2:26][C:27]([F:30])([F:29])[F:28])[C:14]3[CH:21]=[CH:20][C:17]([C:18]#[N:19])=[C:16]([C:22]([F:25])([F:24])[F:23])[CH:15]=3)[N:8]=2)[CH2:3][CH2:2]1.Cl[C:32]([O:34][CH3:35])=[O:33], predict the reaction product. (6) Given the reactants [CH3:1][S:2]([OH:5])(=[O:4])=[O:3].[CH3:6][C:7]1[O:11][C:10]([C:12]2[CH:17]=[CH:16][CH:15]=[CH:14][CH:13]=2)=[N:9][C:8]=1[CH2:18][CH2:19][O:20][C:21]1[CH:26]=[CH:25][C:24]([CH2:27][C@H:28]([NH:34][CH2:35][C:36]2[CH:41]=[CH:40][C:39]([F:42])=[CH:38][CH:37]=2)[C:29]([O:31][CH2:32][CH3:33])=[O:30])=[CH:23][CH:22]=1.C(OC(C)C)(C)C, predict the reaction product. The product is: [CH3:1][S:2]([OH:5])(=[O:4])=[O:3].[CH3:6][C:7]1[O:11][C:10]([C:12]2[CH:17]=[CH:16][CH:15]=[CH:14][CH:13]=2)=[N:9][C:8]=1[CH2:18][CH2:19][O:20][C:21]1[CH:26]=[CH:25][C:24]([CH2:27][C@H:28]([NH:34][CH2:35][C:36]2[CH:41]=[CH:40][C:39]([F:42])=[CH:38][CH:37]=2)[C:29]([O:31][CH2:32][CH3:33])=[O:30])=[CH:23][CH:22]=1. (7) Given the reactants [N:1]1([C:7]2[CH:13]=[CH:12][C:10]([NH2:11])=[CH:9][CH:8]=2)[CH2:6][CH2:5][O:4][CH2:3][CH2:2]1.[CH2:14]([N:18]1[C:22](=[O:23])[C:21](Cl)=[C:20]([C:25]2[CH:30]=[CH:29][CH:28]=[C:27]([Cl:31])[CH:26]=2)[S:19]1(=[O:33])=[O:32])[CH2:15][CH2:16][CH3:17], predict the reaction product. The product is: [CH2:14]([N:18]1[C:22](=[O:23])[C:21]([NH:11][C:10]2[CH:12]=[CH:13][C:7]([N:1]3[CH2:2][CH2:3][O:4][CH2:5][CH2:6]3)=[CH:8][CH:9]=2)=[C:20]([C:25]2[CH:30]=[CH:29][CH:28]=[C:27]([Cl:31])[CH:26]=2)[S:19]1(=[O:32])=[O:33])[CH2:15][CH2:16][CH3:17]. (8) Given the reactants [CH3:1][C:2]1([CH3:27])[CH2:11][CH2:10][C:9]2[C:4](=[CH:5][CH:6]=[C:7]([C:12](=[O:26])[CH2:13][C:14]3[CH:19]=[C:18]([O:20][CH3:21])[C:17]([O:22][CH3:23])=[C:16]([O:24][CH3:25])[CH:15]=3)[CH:8]=2)[O:3]1.C[Si]([N-][Si](C)(C)C)(C)C.[Na+].C1C[O:41]CC1, predict the reaction product. The product is: [CH3:1][C:2]1([CH3:27])[CH:11]=[CH:10][C:9]2[C:4](=[CH:5][CH:6]=[C:7]([C:12](=[O:26])[CH:13]([OH:41])[C:14]3[CH:19]=[C:18]([O:20][CH3:21])[C:17]([O:22][CH3:23])=[C:16]([O:24][CH3:25])[CH:15]=3)[CH:8]=2)[O:3]1. (9) Given the reactants [F:1][C:2]1[CH:7]=[CH:6][C:5]([CH2:8][C:9](=[O:18])[CH2:10][CH2:11][CH:12]2[NH:16][C:15](=[O:17])[CH2:14][CH2:13]2)=[CH:4][CH:3]=1.[BH4-].[Na+], predict the reaction product. The product is: [F:1][C:2]1[CH:3]=[CH:4][C:5]([CH2:8][CH:9]([OH:18])[CH2:10][CH2:11][CH:12]2[NH:16][C:15](=[O:17])[CH2:14][CH2:13]2)=[CH:6][CH:7]=1. (10) Given the reactants CON(C)[C:4]([C:6]1([C:20]([F:23])([F:22])[F:21])[CH2:11][CH2:10][CH:9]([O:12][Si:13]([C:16]([CH3:19])([CH3:18])[CH3:17])([CH3:15])[CH3:14])[CH2:8][CH2:7]1)=[O:5].[H-].C([Al+]CC(C)C)C(C)C.O.O.O.O.C(C(C(C([O-])=O)O)O)([O-])=O.[Na+].[K+], predict the reaction product. The product is: [C:16]([Si:13]([CH3:15])([CH3:14])[O:12][CH:9]1[CH2:10][CH2:11][C:6]([C:20]([F:23])([F:21])[F:22])([CH:4]=[O:5])[CH2:7][CH2:8]1)([CH3:19])([CH3:18])[CH3:17].